This data is from TCR-epitope binding with 47,182 pairs between 192 epitopes and 23,139 TCRs. The task is: Binary Classification. Given a T-cell receptor sequence (or CDR3 region) and an epitope sequence, predict whether binding occurs between them. The TCR CDR3 sequence is CASSFRDRPYEQYF. The epitope is GTSGSPIIDK. Result: 0 (the TCR does not bind to the epitope).